Task: Predict the reaction yield, written as a fraction of the theoretical maximum amount of product (1.0 means a 100% yield; for example, 0.34 means a 34% yield).. Dataset: Reaction yield outcomes from USPTO patents with 853,638 reactions (1) The reactants are [C:1]([O:5][C:6](=[O:19])[NH:7][CH2:8][C:9]1([C:17]#[N:18])[C:11]2([CH2:16][CH2:15][CH2:14][CH2:13][CH2:12]2)[CH2:10]1)([CH3:4])([CH3:3])[CH3:2].[NH2:20][OH:21]. The product is [C:1]([O:5][C:6](=[O:19])[NH:7][CH2:8][C:9]1([C:17](=[NH:18])[NH:20][OH:21])[C:11]2([CH2:16][CH2:15][CH2:14][CH2:13][CH2:12]2)[CH2:10]1)([CH3:2])([CH3:4])[CH3:3]. The catalyst is C(O)C. The yield is 0.540. (2) The reactants are Cl.[I:2][C:3]1[CH:4]=[CH:5][C:6]2[N:7]([CH:9]=[C:10]([NH2:12])[N:11]=2)[N:8]=1.[CH:13]1([C:16](Cl)=[O:17])[CH2:15][CH2:14]1.O. The catalyst is CC(N(C)C)=O. The product is [I:2][C:3]1[CH:4]=[CH:5][C:6]2[N:7]([CH:9]=[C:10]([NH:12][C:16]([CH:13]3[CH2:15][CH2:14]3)=[O:17])[N:11]=2)[N:8]=1. The yield is 0.770.